From a dataset of NCI-60 drug combinations with 297,098 pairs across 59 cell lines. Regression. Given two drug SMILES strings and cell line genomic features, predict the synergy score measuring deviation from expected non-interaction effect. (1) Drug 1: CC1=C(C(CCC1)(C)C)C=CC(=CC=CC(=CC(=O)O)C)C. Drug 2: C1CC(C1)(C(=O)O)C(=O)O.[NH2-].[NH2-].[Pt+2]. Cell line: EKVX. Synergy scores: CSS=1.23, Synergy_ZIP=-3.16, Synergy_Bliss=-3.73, Synergy_Loewe=-4.52, Synergy_HSA=-3.01. (2) Drug 1: C1C(C(OC1N2C=NC3=C(N=C(N=C32)Cl)N)CO)O. Drug 2: C1=NC2=C(N=C(N=C2N1C3C(C(C(O3)CO)O)F)Cl)N. Cell line: DU-145. Synergy scores: CSS=31.7, Synergy_ZIP=0.405, Synergy_Bliss=7.03, Synergy_Loewe=-0.406, Synergy_HSA=1.21. (3) Drug 2: C1=NNC2=C1C(=O)NC=N2. Synergy scores: CSS=3.10, Synergy_ZIP=2.37, Synergy_Bliss=4.14, Synergy_Loewe=0.912, Synergy_HSA=1.27. Cell line: DU-145. Drug 1: C1CCN(CC1)CCOC2=CC=C(C=C2)C(=O)C3=C(SC4=C3C=CC(=C4)O)C5=CC=C(C=C5)O. (4) Drug 1: CCC1=C2CN3C(=CC4=C(C3=O)COC(=O)C4(CC)O)C2=NC5=C1C=C(C=C5)O. Drug 2: CS(=O)(=O)CCNCC1=CC=C(O1)C2=CC3=C(C=C2)N=CN=C3NC4=CC(=C(C=C4)OCC5=CC(=CC=C5)F)Cl. Cell line: RPMI-8226. Synergy scores: CSS=18.5, Synergy_ZIP=3.62, Synergy_Bliss=11.7, Synergy_Loewe=-16.5, Synergy_HSA=5.85. (5) Drug 1: CNC(=O)C1=CC=CC=C1SC2=CC3=C(C=C2)C(=NN3)C=CC4=CC=CC=N4. Drug 2: CCC1=CC2CC(C3=C(CN(C2)C1)C4=CC=CC=C4N3)(C5=C(C=C6C(=C5)C78CCN9C7C(C=CC9)(C(C(C8N6C)(C(=O)OC)O)OC(=O)C)CC)OC)C(=O)OC.C(C(C(=O)O)O)(C(=O)O)O. Cell line: CAKI-1. Synergy scores: CSS=20.1, Synergy_ZIP=-1.51, Synergy_Bliss=-1.40, Synergy_Loewe=-4.61, Synergy_HSA=0.117. (6) Drug 1: CC1=C(C=C(C=C1)NC(=O)C2=CC=C(C=C2)CN3CCN(CC3)C)NC4=NC=CC(=N4)C5=CN=CC=C5. Drug 2: N.N.Cl[Pt+2]Cl. Cell line: A498. Synergy scores: CSS=23.0, Synergy_ZIP=2.16, Synergy_Bliss=-0.852, Synergy_Loewe=-12.8, Synergy_HSA=-1.73. (7) Cell line: LOX IMVI. Drug 1: CCC1(CC2CC(C3=C(CCN(C2)C1)C4=CC=CC=C4N3)(C5=C(C=C6C(=C5)C78CCN9C7C(C=CC9)(C(C(C8N6C=O)(C(=O)OC)O)OC(=O)C)CC)OC)C(=O)OC)O.OS(=O)(=O)O. Drug 2: CC1=C2C(C(=O)C3(C(CC4C(C3C(C(C2(C)C)(CC1OC(=O)C(C(C5=CC=CC=C5)NC(=O)OC(C)(C)C)O)O)OC(=O)C6=CC=CC=C6)(CO4)OC(=O)C)O)C)O. Synergy scores: CSS=40.6, Synergy_ZIP=0.238, Synergy_Bliss=-0.859, Synergy_Loewe=-9.60, Synergy_HSA=-2.04. (8) Synergy scores: CSS=47.3, Synergy_ZIP=-2.90, Synergy_Bliss=10.2, Synergy_Loewe=5.06, Synergy_HSA=12.3. Drug 1: COC1=CC(=CC(=C1O)OC)C2C3C(COC3=O)C(C4=CC5=C(C=C24)OCO5)OC6C(C(C7C(O6)COC(O7)C8=CC=CS8)O)O. Cell line: NCI-H522. Drug 2: C1=CC=C(C=C1)NC(=O)CCCCCCC(=O)NO. (9) Drug 1: CC12CCC3C(C1CCC2=O)CC(=C)C4=CC(=O)C=CC34C. Drug 2: CC1CCC2CC(C(=CC=CC=CC(CC(C(=O)C(C(C(=CC(C(=O)CC(OC(=O)C3CCCCN3C(=O)C(=O)C1(O2)O)C(C)CC4CCC(C(C4)OC)O)C)C)O)OC)C)C)C)OC. Cell line: SR. Synergy scores: CSS=56.9, Synergy_ZIP=-2.86, Synergy_Bliss=-8.00, Synergy_Loewe=-10.3, Synergy_HSA=-7.13.